This data is from Reaction yield outcomes from USPTO patents with 853,638 reactions. The task is: Predict the reaction yield, written as a fraction of the theoretical maximum amount of product (1.0 means a 100% yield; for example, 0.34 means a 34% yield). The reactants are [F:1][C:2]1([F:17])[CH2:7][CH:6]([CH2:8][OH:9])[CH2:5][N:4]([C:10]([O:12][C:13]([CH3:16])([CH3:15])[CH3:14])=[O:11])[CH2:3]1.[C:18]1([CH3:28])[CH:23]=[CH:22][C:21]([S:24](Cl)(=[O:26])=[O:25])=[CH:20][CH:19]=1.C(N(CC)CC)C. The catalyst is C(Cl)Cl.CN(C1C=CN=CC=1)C. The product is [F:17][C:2]1([F:1])[CH2:7][CH:6]([CH2:8][O:9][S:24]([C:21]2[CH:22]=[CH:23][C:18]([CH3:28])=[CH:19][CH:20]=2)(=[O:26])=[O:25])[CH2:5][N:4]([C:10]([O:12][C:13]([CH3:14])([CH3:16])[CH3:15])=[O:11])[CH2:3]1. The yield is 0.620.